From a dataset of Experimentally validated miRNA-target interactions with 360,000+ pairs, plus equal number of negative samples. Binary Classification. Given a miRNA mature sequence and a target amino acid sequence, predict their likelihood of interaction. (1) The miRNA is rno-miR-301a-3p with sequence CAGUGCAAUAGUAUUGUCAAAGC. The protein sequence of the target gene is MGVNQSVGFPPVTGPHLVGCGDVMEGQNLQGSFFRLFYPCQKAEETMEQPLWIPRYEYCTGLAEYLQFNKRCGGLLFNLAVGSCRLPVSWNGPFKTKDSGYPLIIFSHGLGAFRTLYSAFCMELASRGFVVAVPEHRDRSAATTYFCKQAPEENQPTNESLQEEWIPFRRVEEGEKEFHVRNPQVHQRVSECLRVLKILQEVTAGQTVFNILPGGLDLMTLKGNIDMSRVAVMGHSFGGATAILALAKETQFRCAVALDAWMFPLERDFYPKARGPVFFINTEKFQTMESVNLMKKICAQ.... Result: 0 (no interaction). (2) The miRNA is hsa-miR-593-5p with sequence AGGCACCAGCCAGGCAUUGCUCAGC. The protein sequence of the target gene is MRVLVRRCWGPPLAHGARRGRPSPQWRALARLGWEDCRDSRVREKPPWRVLFFGTDQFAREALRALHAARENKEEELIDKLEVVTMPSPSPKGLPVKQYAVQSQLPVYEWPDVGSGEYDVGVVASFGRLLNEALILKFPYGILNVHPSCLPRWRGPAPVIHTVLHGDTVTGVTIMQIRPKRFDVGPILKQETVPVPPKSTAKELEAVLSRLGANMLISVLKNLPESLSNGRQQPMEGATYAPKISAGTSCIKWEEQTSEQIFRLYRAIGNIIPLQTLWMANTIKLLDLVEVNSSVLADPK.... Result: 0 (no interaction). (3) The miRNA is hsa-miR-4507 with sequence CUGGGUUGGGCUGGGCUGGG. Result: 0 (no interaction). The protein sequence of the target gene is MMKPEFFCFSGFCVYFLFLQVVVSSEKLRVTTPTRHLLARVGGQAELSCQVIPPHSVMHMEVRWFRSGHSQPVYLYRGGHKMSEEAAPEYANRTEFVKEAIGEGKVSLRIHNINILDDGPYQCSFNGSGFIDAAIMNLNVTAVGLETEIHVQAPDADGVMVECNSGGWFPRPQMEWRDSKGATLPHSLKSYSQDEARFFYMKMTLLLTNMSHGSIICCIFNPVTGEEKQTSIILANELFNRDRIWMESLASIVWIMLSVYILYIICFYWRTGCASGCLSKCFCVVTSWPVQIVHLLFCTG.... (4) The miRNA is hsa-miR-320e with sequence AAAGCUGGGUUGAGAAGG. The protein sequence of the target gene is MPLNVNFTNRNYDLDYDSVQPYFICDEEENFYHQQQQSELQPPAPSEDIWKKFELLPTPPLSPSRRSGLCSPSYVAVATSFSPREDDDGGGGNFSTADQLEMMTELLGGDMVNQSFICDPDDETFIKNIIIQDCMWSGFSAAAKLVSEKLASYQAARKDSTSLSPARGHSVCSTSSLYLQDLTAAASECIDPSVVFPYPLNDSSSPKSCTSSDSTAFSPSSDSLLSSESSPRASPEPLVLHEETPPTTSSDSEEEQEDEEEIDVVSVEKRQTPAKRSESGSSPSRGHSKPPHSPLVLKRC.... Result: 0 (no interaction). (5) Result: 0 (no interaction). The protein sequence of the target gene is MAHATLSAAPSNPRLLRVALLLLLLVAASRRAAGASVVTELRCQCLQTLQGIHLKNIQSVNVRSPGPHCAQTEVIATLKNGKKACLNPASPMVQKIIEKILNKGSTN. The miRNA is hsa-miR-3691-3p with sequence ACCAAGUCUGCGUCAUCCUCUC. (6) The miRNA is hsa-miR-4642 with sequence AUGGCAUCGUCCCCUGGUGGCU. The protein sequence of the target gene is MEQYTTNSNSSTEQIVVQAGQIQQQQGGVTAVQLQTEAQVASASGQQVQTLQVVQGQPLMVQVSGGQLITSTGQPIMVQAVPGGQGQTIMQVPVSGTQGLQQIQLVPPGQIQIQGGQAVQVQGQQGQTQQIIIQQPQTAVTAGQTQTQQQIAVQGQQVAQTAEGQTIVYQPVNADGTILQQVTVPVSGMITIPAASLAGAQIVQTGANTNTTSSGQGTVTVTLPVAGNVVNSGGMVMMVPGAGSVPAIQRIPLPGAEMLEEEPLYVNAKQYHRILKRRQARAKLEAEGKIPKERRKYLHE.... Result: 0 (no interaction). (7) The miRNA is hsa-miR-4286 with sequence ACCCCACUCCUGGUACC. The protein sequence of the target gene is MDNQAERESEAGVGLQRDEDDAPLCEDVELQDGDLSPEEKIFLREFPRLKEDLKGNIDKLRALADDIDKTHKKFTKANMVATSTAVISGVMSLLGLALAPATGGGSLLLSTAGQGLATAAGVTSIVSGTLERSKNKEAQARAEDILPTYDQEDREDEEEKADYVTAAGKIIYNLRNTLKYAKKNVRAFWKLRANPRLANATKRLLTTGQVSSRSRVQVQKAFAGTTLAMTKNARVLGGVMSAFSLGYDLATLSKEWKHLKEGARTKFAEELRAKALELERKLTELTQLYKSLQQKVRSRA.... Result: 1 (interaction). (8) The miRNA is hsa-miR-8068 with sequence UGUUUGUUGUAAGGAUCGUUGU. The protein sequence of the target gene is MAEAEAGGDEARCVRLSAERAKLLLAEVDTLLFDCDGVLWRGETAVPGAPETLRALRARGKRLGFITNNSSKTRTAYAEKLRRLGFGGPVGPEAGLEVFGTAYCSALYLRQRLAGVPDPKAYVLGSPALAAELEAVGVTSVGVGPDVLHGDGPSDWLAVPLEPDVRAVVVGFDPHFSYMKLTKAVRYLQQPDCLLVGTNMDNRLPLENGRFIAGTGCLVRAVEMAAQRQADIIGKPSRFIFDCVSQEYGINPERTVMVGDRLDTDILLGSTCSLKTILTLTGVSSLEDVKSNQESDCMFK.... Result: 0 (no interaction).